Dataset: TCR-epitope binding with 47,182 pairs between 192 epitopes and 23,139 TCRs. Task: Binary Classification. Given a T-cell receptor sequence (or CDR3 region) and an epitope sequence, predict whether binding occurs between them. (1) The epitope is RQLLFVVEV. The TCR CDR3 sequence is CASSPEPGLAVSTGELFF. Result: 1 (the TCR binds to the epitope). (2) The epitope is WICLLQFAY. The TCR CDR3 sequence is CASSQYFQTEPNTGELFF. Result: 0 (the TCR does not bind to the epitope).